Dataset: Catalyst prediction with 721,799 reactions and 888 catalyst types from USPTO. Task: Predict which catalyst facilitates the given reaction. (1) Reactant: [NH2:1][C:2]1[CH:7]=[CH:6][CH:5]=[C:4]([C:8]([CH:10]2[CH2:15][CH2:14][N:13]([CH3:16])[CH2:12][CH2:11]2)=[O:9])[N:3]=1.[Br:17][C:18]1[CH:22]=[CH:21][S:20][C:19]=1[C:23]([Cl:25])=[O:24]. Product: [ClH:25].[Br:17][C:18]1[CH:22]=[CH:21][S:20][C:19]=1[C:23]([NH:1][C:2]1[CH:7]=[CH:6][CH:5]=[C:4]([C:8]([CH:10]2[CH2:15][CH2:14][N:13]([CH3:16])[CH2:12][CH2:11]2)=[O:9])[N:3]=1)=[O:24]. The catalyst class is: 12. (2) Reactant: C([O:8][C:9]1[CH:10]=[C:11]([CH:17]([O:21][CH2:22][CH3:23])[C:18]([OH:20])=[O:19])[CH:12]=[CH:13][C:14]=1[O:15][CH3:16])C1C=CC=CC=1. Product: [CH2:22]([O:21][CH:17]([C:11]1[CH:12]=[CH:13][C:14]([O:15][CH3:16])=[C:9]([OH:8])[CH:10]=1)[C:18]([OH:20])=[O:19])[CH3:23]. The catalyst class is: 29. (3) Reactant: [Cl:1][C:2]1[C:3]([O:14][C@H:15]2[CH2:20][CH2:19][C@@H:18]([C:21]([F:24])([F:23])[F:22])[CH2:17][CH2:16]2)=[CH:4][CH:5]=[C:6]2[C:11]=1[CH:10]=[C:9]([CH:12]=[O:13])[CH:8]=[CH:7]2.[CH3:25][Mg+].[Br-]. Product: [Cl:1][C:2]1[C:3]([O:14][C@H:15]2[CH2:16][CH2:17][C@@H:18]([C:21]([F:22])([F:23])[F:24])[CH2:19][CH2:20]2)=[CH:4][CH:5]=[C:6]2[C:11]=1[CH:10]=[C:9]([CH:12]([OH:13])[CH3:25])[CH:8]=[CH:7]2. The catalyst class is: 1. (4) Reactant: Br[C:2]1[CH:9]=[CH:8][C:7]([C:10]2([OH:14])[CH2:13][CH2:12][CH2:11]2)=[CH:6][C:3]=1[C:4]#[N:5].[CH3:15][C:16]1([CH3:30])[CH2:21][O:20][B:19]([B:19]2[O:20][CH2:21][C:16]([CH3:30])([CH3:15])[CH2:17][O:18]2)[O:18][CH2:17]1.C([O-])(=O)C.[K+].O. Product: [CH3:15][C:16]1([CH3:30])[CH2:21][O:20][B:19]([C:2]2[CH:9]=[CH:8][C:7]([C:10]3([OH:14])[CH2:13][CH2:12][CH2:11]3)=[CH:6][C:3]=2[C:4]#[N:5])[O:18][CH2:17]1. The catalyst class is: 75. (5) Reactant: [OH-].[K+].C(OC([C:8]1[C:9]([C:21]([F:27])([F:26])[C:22]([F:25])([F:24])[F:23])=[N:10][N:11]2[C:16]([O:17][CH3:18])=[CH:15][CH:14]=[C:13]([CH2:19][OH:20])[C:12]=12)=O)C. Product: [OH:20][CH2:19][C:13]1[C:12]2[N:11]([N:10]=[C:9]([C:21]([F:27])([F:26])[C:22]([F:23])([F:24])[F:25])[CH:8]=2)[C:16]([O:17][CH3:18])=[CH:15][CH:14]=1. The catalyst class is: 5. (6) Reactant: CC1[CH:7]=[CH:6][CH:5]=[C:4](C)[C:3]=1[CH:9]=[CH:10][C:11]1[C:12]2[N:13]([C:17]([CH3:21])=[C:18]([CH3:20])[N:19]=2)[CH:14]=[CH:15][CH:16]=1.[CH2:22]([OH:24])[CH3:23].[H][H].[CH3:27]O. Product: [CH3:27][C:9]1[CH:3]=[C:4]([O:24][CH2:22][CH3:23])[CH:5]=[C:6]([CH3:7])[C:10]=1[C:11]1[C:12]2[N:13]([C:17]([CH3:21])=[C:18]([CH3:20])[N:19]=2)[CH:14]=[CH:15][CH:16]=1. The catalyst class is: 45. (7) Reactant: [C:1]([O:5][C:6](=[O:12])[NH:7][CH2:8][CH:9]1[CH2:11][CH2:10]1)([CH3:4])([CH3:3])[CH3:2].[H-].[Na+].I[CH3:16]. Product: [C:1]([O:5][C:6](=[O:12])[N:7]([CH2:8][CH:9]1[CH2:10][CH2:11]1)[CH3:16])([CH3:4])([CH3:2])[CH3:3]. The catalyst class is: 3. (8) The catalyst class is: 1. Reactant: [F:1][C:2]1[C:3]([I:18])=[C:4]2[C:9](=[CH:10][CH:11]=1)[CH:8]([C:12](N(OC)C)=[O:13])[O:7][CH2:6][CH2:5]2.CC(C[AlH]CC(C)C)C. Product: [F:1][C:2]1[C:3]([I:18])=[C:4]2[C:9](=[CH:10][CH:11]=1)[CH:8]([CH:12]=[O:13])[O:7][CH2:6][CH2:5]2. (9) Reactant: [OH:1][C:2]1[C:3]([CH2:15][CH:16]=[C:17]([CH3:20])[CH2:18][OH:19])=[C:4]([O:13][CH3:14])[C:5]([CH3:12])=[C:6]2[C:10]=1[C:9](=[O:11])[O:8][CH2:7]2.Br[CH2:22][P:23](=[O:32])([O:28][CH:29]([CH3:31])[CH3:30])[O:24][CH:25]([CH3:27])[CH3:26].CC(C)([O-])C.[Li+]. Product: [CH:29]([O:28][P:23]([CH2:22][O:19][CH2:18][C:17]([CH3:20])=[CH:16][CH2:15][C:3]1[C:2]([OH:1])=[C:10]2[C:6](=[C:5]([CH3:12])[C:4]=1[O:13][CH3:14])[CH2:7][O:8][C:9]2=[O:11])(=[O:32])[O:24][CH:25]([CH3:27])[CH3:26])([CH3:31])[CH3:30]. The catalyst class is: 3. (10) Reactant: [Cl:1][C:2]1[CH:11]=[C:10]2[C:5]([C:6]([N:12]3[CH2:17][CH2:16][N:15]([C:18]([NH:20][C:21]4[CH:26]=[CH:25][C:24]([O:27][C:28]5[CH:33]=[CH:32][CH:31]=[CH:30][CH:29]=5)=[CH:23][CH:22]=4)=[O:19])[CH2:14][CH2:13]3)=[N:7][CH:8]=[N:9]2)=[CH:4][C:3]=1[N+:34]([O-])=O. Product: [NH2:34][C:3]1[CH:4]=[C:5]2[C:10](=[CH:11][C:2]=1[Cl:1])[N:9]=[CH:8][N:7]=[C:6]2[N:12]1[CH2:17][CH2:16][N:15]([C:18]([NH:20][C:21]2[CH:22]=[CH:23][C:24]([O:27][C:28]3[CH:29]=[CH:30][CH:31]=[CH:32][CH:33]=3)=[CH:25][CH:26]=2)=[O:19])[CH2:14][CH2:13]1. The catalyst class is: 183.